From a dataset of Forward reaction prediction with 1.9M reactions from USPTO patents (1976-2016). Predict the product of the given reaction. (1) Given the reactants [N:1]1[CH:6]=[CH:5][CH:4]=[CH:3][C:2]=1[C:7]1[C:8]([NH2:13])=[N:9][NH:10][C:11]=1N.[O:14]1CCO[C:16]2[CH:20]=C(C(=O)CC(OCC)=O)C=C[C:15]1=2, predict the reaction product. The product is: [N:1]1[CH:6]=[CH:5][CH:4]=[CH:3][C:2]=1[C:7]1[CH:11]=[N:10][N:9]2[C:15](=[O:14])[CH:16]=[CH:20][NH:13][C:8]=12. (2) Given the reactants [N:1]12[CH2:9][CH2:8][CH:5]([CH2:6][CH2:7]1)[N:4]([C:10]1[CH:11]=[C:12]([C:16]([N+:19]([O-:21])=[O:20])=[CH:17][N:18]=1)[C:13]([OH:15])=O)[CH2:3][CH2:2]2.[NH2:22][CH2:23][C:24]([CH3:28])([CH3:27])[CH2:25][OH:26].C(N(CC)CC)C.CN(C(ON1N=NC2C=CC=NC1=2)=[N+](C)C)C.F[P-](F)(F)(F)(F)F, predict the reaction product. The product is: [N:1]12[CH2:9][CH2:8][CH:5]([CH2:6][CH2:7]1)[N:4]([C:10]1[CH:11]=[C:12]([C:16]([N+:19]([O-:21])=[O:20])=[CH:17][N:18]=1)[C:13]([NH:22][CH2:23][C:24]([CH3:28])([CH3:27])[CH2:25][OH:26])=[O:15])[CH2:3][CH2:2]2.